From a dataset of Forward reaction prediction with 1.9M reactions from USPTO patents (1976-2016). Predict the product of the given reaction. Given the reactants [H-].[Na+].[C:3]([O:7][C:8]([N:10]([CH3:28])[CH2:11][CH2:12][C:13]1[CH:14]=[C:15]([CH:19](C(OC)=O)[C:20]([O:22][CH3:23])=[O:21])[CH:16]=[CH:17][CH:18]=1)=[O:9])([CH3:6])([CH3:5])[CH3:4], predict the reaction product. The product is: [C:3]([O:7][C:8]([N:10]([CH3:28])[CH2:11][CH2:12][C:13]1[CH:14]=[C:15]([CH2:19][C:20]([O:22][CH3:23])=[O:21])[CH:16]=[CH:17][CH:18]=1)=[O:9])([CH3:5])([CH3:4])[CH3:6].